This data is from Clinical trial toxicity outcomes and FDA approval status for drugs. The task is: Regression/Classification. Given a drug SMILES string, predict its toxicity properties. Task type varies by dataset: regression for continuous values (e.g., LD50, hERG inhibition percentage) or binary classification for toxic/non-toxic outcomes (e.g., AMES mutagenicity, cardiotoxicity, hepatotoxicity). Dataset: clintox. The drug is CC[N+](C)(CC)CCOC(=O)C1c2ccccc2Oc2ccccc21. The result is 0 (passed clinical trial).